Dataset: Catalyst prediction with 721,799 reactions and 888 catalyst types from USPTO. Task: Predict which catalyst facilitates the given reaction. (1) Reactant: Br[C:2]1[N:7]2[N:8]=[C:9]([NH:11][C:12]3[CH:17]=[CH:16][C:15]([C:18]([F:21])([F:20])[F:19])=[CH:14][CH:13]=3)[N:10]=[C:6]2[CH:5]=[CH:4][CH:3]=1.Cl.[NH:23]1[CH2:28][CH2:27][CH2:26][C@H:25]([OH:29])[CH2:24]1.C(N(C(C)C)CC)(C)C. Product: [F:19][C:18]([F:21])([F:20])[C:15]1[CH:16]=[CH:17][C:12]([NH:11][C:9]2[N:10]=[C:6]3[CH:5]=[CH:4][CH:3]=[C:2]([N:23]4[CH2:28][CH2:27][CH2:26][C@H:25]([OH:29])[CH2:24]4)[N:7]3[N:8]=2)=[CH:13][CH:14]=1. The catalyst class is: 60. (2) Reactant: [CH2:1]([O:8][C:9]([NH:11][CH2:12][C:13]1[CH:14]=[C:15]([CH:19]2[CH2:24][CH2:23][N:22](C(OC(C)(C)C)=O)[CH2:21][CH2:20]2)[CH:16]=[CH:17][CH:18]=1)=[O:10])[C:2]1[CH:7]=[CH:6][CH:5]=[CH:4][CH:3]=1.C(O)(C(F)(F)F)=O. Product: [NH:22]1[CH2:23][CH2:24][CH:19]([C:15]2[CH:14]=[C:13]([CH:18]=[CH:17][CH:16]=2)[CH2:12][NH:11][C:9](=[O:10])[O:8][CH2:1][C:2]2[CH:7]=[CH:6][CH:5]=[CH:4][CH:3]=2)[CH2:20][CH2:21]1. The catalyst class is: 2. (3) Reactant: Br[CH2:2][C:3]1[CH:13]=[CH:12][C:6]([C:7]([O:9][CH2:10][CH3:11])=[O:8])=[C:5]([F:14])[C:4]=1[F:15].O=C1C2C(=CC=CC=2)C(=O)[N-:18]1.[K+].NN.[C:30](O[C:30]([O:32][C:33]([CH3:36])([CH3:35])[CH3:34])=[O:31])([O:32][C:33]([CH3:36])([CH3:35])[CH3:34])=[O:31].CCN(C(C)C)C(C)C. The catalyst class is: 2. Product: [C:33]([O:32][C:30]([NH:18][CH2:2][C:3]1[CH:13]=[CH:12][C:6]([C:7]([O:9][CH2:10][CH3:11])=[O:8])=[C:5]([F:14])[C:4]=1[F:15])=[O:31])([CH3:36])([CH3:35])[CH3:34]. (4) Reactant: Cl[C:2]1[C:11]2[C:6](=[CH:7][CH:8]=[CH:9][CH:10]=2)[C:5]([N:12]2[CH2:17][CH2:16][N:15]([C:18]([C:20]3[CH:25]=[CH:24][CH:23]=[CH:22][CH:21]=3)=[O:19])[CH2:14][C@H:13]2[CH3:26])=[N:4][N:3]=1.[C:27]1([CH3:36])[CH:32]=[CH:31][C:30](B(O)O)=[CH:29][CH:28]=1.C1(C)C=CC=CC=1.C([O-])([O-])=O.[Na+].[Na+]. Product: [CH3:26][C@H:13]1[N:12]([C:5]2[C:6]3[C:11](=[CH:10][CH:9]=[CH:8][CH:7]=3)[C:2]([C:30]3[CH:31]=[CH:32][C:27]([CH3:36])=[CH:28][CH:29]=3)=[N:3][N:4]=2)[CH2:17][CH2:16][N:15]([C:18]([C:20]2[CH:25]=[CH:24][CH:23]=[CH:22][CH:21]=2)=[O:19])[CH2:14]1. The catalyst class is: 535.